This data is from HIV replication inhibition screening data with 41,000+ compounds from the AIDS Antiviral Screen. The task is: Binary Classification. Given a drug SMILES string, predict its activity (active/inactive) in a high-throughput screening assay against a specified biological target. (1) The molecule is Cn1c(=O)nc2n(-c3cccc(Cl)c3)c3ccccc3nc-2c1=O. The result is 0 (inactive). (2) The compound is COC(OC)c1cc2c(cc1C(=O)C13CCCC1NC(=O)O3)OCO2. The result is 0 (inactive). (3) The compound is Cc1nc2ccc(Br)cc2c(=O)n1-c1ccc(NC2OC(CO)C(O)C(O)C2O)cc1. The result is 0 (inactive). (4) The drug is COc1ccc(O)c(C=NNC(=S)N2CCCCC2)c1. The result is 0 (inactive). (5) The molecule is Cn1c(=O)c2c(n(C)c1=O)=NC=c1c(=O)n(C)c(=O)n(C)c1=NC=2. The result is 0 (inactive). (6) The drug is c1ccc2c(c1)SCC1COCOC21. The result is 0 (inactive). (7) The compound is COC(=O)CNCc1cc(N(C)C)cc(CNCC(=O)OC)n1. The result is 0 (inactive). (8) The drug is CCCc1cc(-c2ccc(N=Nc3cc(S(=O)(=O)O)c4ccccc4c3N)c(CCC)c2)ccc1N=Nc1cc(S(=O)(=O)O)c2ccccc2c1N.[NaH]. The result is 1 (active). (9) The compound is CCN1C(c2ccccc2)=CC(c2ccccc2)(C(Cl)(Cl)Cl)C=C1c1ccccc1. The result is 0 (inactive).